From a dataset of NCI-60 drug combinations with 297,098 pairs across 59 cell lines. Regression. Given two drug SMILES strings and cell line genomic features, predict the synergy score measuring deviation from expected non-interaction effect. (1) Drug 1: CC12CCC(CC1=CCC3C2CCC4(C3CC=C4C5=CN=CC=C5)C)O. Drug 2: CCCCCOC(=O)NC1=NC(=O)N(C=C1F)C2C(C(C(O2)C)O)O. Cell line: DU-145. Synergy scores: CSS=-2.80, Synergy_ZIP=4.24, Synergy_Bliss=-4.28, Synergy_Loewe=-6.55, Synergy_HSA=-6.04. (2) Drug 1: CC1=C2C(C(=O)C3(C(CC4C(C3C(C(C2(C)C)(CC1OC(=O)C(C(C5=CC=CC=C5)NC(=O)OC(C)(C)C)O)O)OC(=O)C6=CC=CC=C6)(CO4)OC(=O)C)OC)C)OC. Drug 2: CC(C)CN1C=NC2=C1C3=CC=CC=C3N=C2N. Cell line: SK-OV-3. Synergy scores: CSS=33.6, Synergy_ZIP=2.58, Synergy_Bliss=1.38, Synergy_Loewe=-27.8, Synergy_HSA=0.397. (3) Cell line: OVCAR3. Synergy scores: CSS=21.9, Synergy_ZIP=-4.43, Synergy_Bliss=-4.55, Synergy_Loewe=-8.76, Synergy_HSA=-1.52. Drug 2: C1=CC=C(C=C1)NC(=O)CCCCCCC(=O)NO. Drug 1: C1=CC(=CC=C1CCC2=CNC3=C2C(=O)NC(=N3)N)C(=O)NC(CCC(=O)O)C(=O)O.